From a dataset of Forward reaction prediction with 1.9M reactions from USPTO patents (1976-2016). Predict the product of the given reaction. (1) Given the reactants [CH2:1]([O:8][C:9]([N:11]1[CH2:16][CH:15]=[C:14]([O:17][Si](C)(C)C)[CH2:13][CH2:12]1)=[O:10])[C:2]1[CH:7]=[CH:6][CH:5]=[CH:4][CH:3]=1.[B-](F)(F)(F)[F:23].[B-](F)(F)(F)F.C1[N+]2(CCl)CC[N+](F)(CC2)C1, predict the reaction product. The product is: [CH2:1]([O:8][C:9]([N:11]1[CH2:16][CH2:15][C:14](=[O:17])[CH:13]([F:23])[CH2:12]1)=[O:10])[C:2]1[CH:7]=[CH:6][CH:5]=[CH:4][CH:3]=1. (2) Given the reactants FC(F)(F)S(O[C:7]1[CH:8]=[C:9]2[C:14](=[CH:15][CH:16]=1)[C:13]([CH3:18])([CH3:17])[O:12][CH2:11][CH2:10]2)(=O)=O.[B:21]1([B:21]2[O:25][C:24]([CH3:27])([CH3:26])[C:23]([CH3:29])([CH3:28])[O:22]2)[O:25][C:24]([CH3:27])([CH3:26])[C:23]([CH3:29])([CH3:28])[O:22]1.CC([O-])=O.[K+], predict the reaction product. The product is: [CH3:17][C:13]1([CH3:18])[C:14]2[C:9](=[CH:8][C:7]([B:21]3[O:25][C:24]([CH3:27])([CH3:26])[C:23]([CH3:29])([CH3:28])[O:22]3)=[CH:16][CH:15]=2)[CH2:10][CH2:11][O:12]1. (3) The product is: [Cl:1][C:2]([CH3:26])([CH3:25])[C:3]([C:5]1[CH:10]=[CH:9][C:8]([C:11]([C:13]2[CH:18]=[CH:17][C:16]([C:19](=[O:24])[C:20]([CH3:23])([Cl:22])[CH3:21])=[CH:15][CH:14]=2)=[O:30])=[CH:7][CH:6]=1)=[O:4]. Given the reactants [Cl:1][C:2]([CH3:26])([CH3:25])[C:3]([C:5]1[CH:10]=[CH:9][C:8]([CH:11]([C:13]2[CH:18]=[CH:17][C:16]([C:19](=[O:24])[C:20]([CH3:23])([Cl:22])[CH3:21])=[CH:15][CH:14]=2)Br)=[CH:7][CH:6]=1)=[O:4].ClC(C)(C)C(C1C=CC(C(C2C=CC(C(=O)C(C)(Cl)C)=CC=2)(Br)Br)=CC=1)=[O:30], predict the reaction product. (4) Given the reactants [BH4-].[Na+].[OH-].[Na+].[CH3:5][C:6]1[CH:7]=[CH:8][C:9]2[O:14][C:13](=[O:15])[CH2:12][CH:11]([C:16]3[CH:21]=[CH:20][CH:19]=[CH:18][CH:17]=3)[C:10]=2[CH:22]=1.Cl, predict the reaction product. The product is: [OH:14][C:9]1[CH:8]=[CH:7][C:6]([CH3:5])=[CH:22][C:10]=1[CH:11]([C:16]1[CH:17]=[CH:18][CH:19]=[CH:20][CH:21]=1)[CH2:12][CH2:13][OH:15]. (5) Given the reactants CC1C=CC(S(OCC2CC3C=CC=C(C4C=C(Cl)C=C(Cl)C=4)C=3O2)(=O)=O)=CC=1.[N-]=[N+]=[N-].[Na+].[N:34]([CH2:37][CH:38]1[CH2:42][C:41]2[CH:43]=[CH:44][CH:45]=[C:46]([C:47]3[CH:52]=[C:51]([Cl:53])[CH:50]=[C:49]([Cl:54])[CH:48]=3)[C:40]=2[O:39]1)=[N+]=[N-].[N-]=[N+]=[N-].C1(P(C2C=CC=CC=2)C2C=CC=CC=2)C=CC=CC=1, predict the reaction product. The product is: [Cl:53][C:51]1[CH:52]=[C:47]([C:46]2[C:40]3[O:39][CH:38]([CH2:37][NH2:34])[CH2:42][C:41]=3[CH:43]=[CH:44][CH:45]=2)[CH:48]=[C:49]([Cl:54])[CH:50]=1. (6) Given the reactants [N:1]1[CH:2]=[CH:3][N:4]2[C:9]([CH2:10][C:11]([O:13]C(C)(C)C)=[O:12])=[CH:8][CH:7]=[CH:6][C:5]=12.Cl, predict the reaction product. The product is: [N:1]1[CH:2]=[CH:3][N:4]2[C:9]([CH2:10][C:11]([OH:13])=[O:12])=[CH:8][CH:7]=[CH:6][C:5]=12. (7) Given the reactants CN(C)CCN(C)C.[Li]C(CC)C.C1CCCCC1.C(N(CC)[C:23](=[O:39])[C:24]1[CH:29]=[CH:28][C:27]([O:30][CH2:31][CH2:32][N:33]2[CH2:38][CH2:37][O:36][CH2:35][CH2:34]2)=[CH:26][CH:25]=1)C.[CH:42](=[O:46])[CH:43]([CH3:45])[CH3:44].Cl.C([O-])(O)=O.[Na+], predict the reaction product. The product is: [CH:43]([CH:42]1[C:25]2[C:24](=[CH:29][CH:28]=[C:27]([O:30][CH2:31][CH2:32][N:33]3[CH2:34][CH2:35][O:36][CH2:37][CH2:38]3)[CH:26]=2)[C:23](=[O:39])[O:46]1)([CH3:45])[CH3:44]. (8) Given the reactants CO[C:3](=[O:17])[C@H:4]([NH:8][CH2:9][C:10]1[CH:15]=[CH:14][C:13]([Cl:16])=[CH:12][CH:11]=1)[CH:5]([CH3:7])[CH3:6].[O-:18][C:19]#[N:20].[K+], predict the reaction product. The product is: [Cl:16][C:13]1[CH:12]=[CH:11][C:10]([CH2:9][N:8]2[C@H:4]([CH:5]([CH3:6])[CH3:7])[C:3](=[O:17])[NH:20][C:19]2=[O:18])=[CH:15][CH:14]=1. (9) Given the reactants [Cl-].[CH:2](=O)[C:3]1[C:4](=[CH:6][CH:7]=[CH:8][CH:9]=1)[OH:5].[C:11]1([NH2:18])[CH:16]=[CH:15][CH:14]=[CH:13][C:12]=1[NH2:17], predict the reaction product. The product is: [CH:14]1[CH:13]=[C:12]([NH:17][CH:2]=[C:3]2[C:4](=[O:5])[CH:6]=[CH:7][CH:8]=[CH:9]2)[C:11]([NH:18][CH:2]=[C:3]2[C:4](=[O:5])[CH:6]=[CH:7][CH:8]=[CH:9]2)=[CH:16][CH:15]=1. (10) Given the reactants [CH2:1]1[C:7]2[CH:8]=[CH:9][CH:10]=[CH:11][C:6]=2[CH2:5][CH2:4][C:3](=[O:12])[NH:2]1.[N+:13]([O-])([OH:15])=[O:14], predict the reaction product. The product is: [N+:13]([C:9]1[CH:10]=[CH:11][C:6]2[CH2:5][CH2:4][C:3](=[O:12])[NH:2][CH2:1][C:7]=2[CH:8]=1)([O-:15])=[O:14].